Regression. Given a peptide amino acid sequence and an MHC pseudo amino acid sequence, predict their binding affinity value. This is MHC class II binding data. From a dataset of Peptide-MHC class II binding affinity with 134,281 pairs from IEDB. (1) The peptide sequence is AFKVAATAANAAPAE. The MHC is DRB1_0901 with pseudo-sequence DRB1_0901. The binding affinity (normalized) is 0.736. (2) The peptide sequence is LKDLWDYMLNSTGGI. The MHC is DRB1_0401 with pseudo-sequence DRB1_0401. The binding affinity (normalized) is 0.910.